From a dataset of Peptide-MHC class I binding affinity with 185,985 pairs from IEDB/IMGT. Regression. Given a peptide amino acid sequence and an MHC pseudo amino acid sequence, predict their binding affinity value. This is MHC class I binding data. (1) The peptide sequence is HPEIVIYQY. The MHC is HLA-B45:01 with pseudo-sequence HLA-B45:01. The binding affinity (normalized) is 0. (2) The peptide sequence is TLLVDLLWL. The MHC is HLA-B40:01 with pseudo-sequence HLA-B40:01. The binding affinity (normalized) is 0.